From a dataset of Catalyst prediction with 721,799 reactions and 888 catalyst types from USPTO. Predict which catalyst facilitates the given reaction. (1) Reactant: [Br:1]N1C(=O)CCC1=O.C1(P(C2C=CC=CC=2)C2C=CC=CC=2)C=CC=CC=1.[CH3:28][Si:29]([CH3:37])([CH3:36])[C:30]#[C:31][CH:32]=[CH:33][CH2:34]O. The catalyst class is: 4. Product: [Br:1][CH2:34][CH:33]=[CH:32][C:31]#[C:30][Si:29]([CH3:37])([CH3:36])[CH3:28]. (2) Reactant: Cl[C:2]1[N:10]=[C:9]2[C:5]([NH:6][CH:7]=[N:8]2)=[C:4](Cl)[N:3]=1.C(OCC)(=O)C.O1C=CCCC1.C(N)(C)C. Product: [N:3]1[CH:4]=[C:5]2[C:9]([N:8]=[CH:7][NH:6]2)=[N:10][CH:2]=1. The catalyst class is: 66. (3) Reactant: [CH2:1]([NH2:8])[C:2]1[CH:7]=[CH:6][CH:5]=[CH:4][CH:3]=1.[OH:9][C:10]1[CH:15]=[CH:14][C:13]([CH2:16][CH2:17][C:18](OC)=[O:19])=[CH:12][CH:11]=1. Product: [CH2:1]([NH:8][C:18](=[O:19])[CH2:17][CH2:16][C:13]1[CH:14]=[CH:15][C:10]([OH:9])=[CH:11][CH:12]=1)[C:2]1[CH:7]=[CH:6][CH:5]=[CH:4][CH:3]=1. The catalyst class is: 33. (4) Reactant: [CH3:1][C:2]1([CH3:9])[CH2:7][CH2:6][C:5](=[O:8])[CH:4]=[CH:3]1.[H][H]. The catalyst class is: 78. Product: [CH3:1][C:2]1([CH3:9])[CH2:7][CH2:6][C:5](=[O:8])[CH2:4][CH2:3]1. (5) Product: [CH3:56][N:57]([CH2:58][CH:59]1[CH2:64][CH2:63][O:62][CH2:61][CH2:60]1)[C:17](=[O:19])[C:16]1[CH:15]=[CH:14][C:13]([C:5]2[NH:6][C:7](=[O:12])[C:8]3[C:3]([CH:4]=2)=[C:2]([CH3:1])[CH:11]=[CH:10][CH:9]=3)=[CH:21][CH:20]=1. The catalyst class is: 3. Reactant: [CH3:1][C:2]1[CH:11]=[CH:10][CH:9]=[C:8]2[C:3]=1[CH:4]=[C:5]([C:13]1[CH:21]=[CH:20][C:16]([C:17]([OH:19])=O)=[CH:15][CH:14]=1)[NH:6][C:7]2=[O:12].CN(C(ON1N=NC2C=CC=CC1=2)=[N+](C)C)C.[B-](F)(F)(F)F.C(N(CC)C(C)C)(C)C.C(Cl)Cl.[CH3:56][NH:57][CH2:58][CH:59]1[CH2:64][CH2:63][O:62][CH2:61][CH2:60]1.